Task: Predict the reactants needed to synthesize the given product.. Dataset: Full USPTO retrosynthesis dataset with 1.9M reactions from patents (1976-2016) (1) Given the product [CH:1]1([C:4]2[CH:5]=[C:6]([CH:9]=[C:10]([O:13][CH2:15][CH2:16][CH2:17][O:18][CH3:19])[C:11]=2[I:12])[CH:7]=[O:8])[CH2:2][CH2:3]1, predict the reactants needed to synthesize it. The reactants are: [CH:1]1([C:4]2[CH:5]=[C:6]([CH:9]=[C:10]([OH:13])[C:11]=2[I:12])[CH:7]=[O:8])[CH2:3][CH2:2]1.Br[CH2:15][CH2:16][CH2:17][O:18][CH3:19]. (2) The reactants are: [CH3:1][C:2]([C:5]#[C:6]/[CH:7]=[CH:8]/[CH2:9][N:10]([CH2:12][C:13]1[CH:14]=[CH:15][CH:16]=[C:17]2[CH:22]=[CH:21][CH:20]=[CH:19][C:18]=12)[CH3:11])([CH3:4])[CH3:3].Cl. Given the product [CH3:4][C:2]([C:5]#[C:6]/[CH:7]=[CH:8]/[CH2:9][N:10]([CH2:12][C:13]1[CH:14]=[CH:15][CH:16]=[C:17]2[CH:22]=[CH:21][CH:20]=[CH:19][C:18]=12)[CH3:11])([CH3:1])[CH3:3], predict the reactants needed to synthesize it. (3) The reactants are: [CH3:1][C:2]([C:4]1[CH:9]=[CH:8][C:7]([F:10])=[C:6]([N+:11]([O-])=O)[CH:5]=1)=[O:3].[F:14][C:15]([Si](C)(C)C)([F:17])[F:16]. Given the product [NH2:11][C:6]1[CH:5]=[C:4]([C:2]([OH:3])([CH3:1])[C:15]([F:17])([F:16])[F:14])[CH:9]=[CH:8][C:7]=1[F:10], predict the reactants needed to synthesize it. (4) Given the product [CH3:16][O:17][N:18]([CH3:19])[C:12]([C:4]1[N:3]=[CH:2][C:11]2[C:6]([CH:5]=1)=[CH:7][CH:8]=[CH:9][CH:10]=2)=[O:14], predict the reactants needed to synthesize it. The reactants are: O.[CH:2]1[C:11]2[C:6](=[CH:7][CH:8]=[CH:9][CH:10]=2)[CH:5]=[C:4]([C:12]([OH:14])=O)[N:3]=1.Cl.[CH3:16][O:17][NH:18][CH3:19].C(N(CC)CC)C.O.[Cl-].COC1N=C(OC)N=C([N+]2(C)CCOCC2)N=1.